Dataset: Full USPTO retrosynthesis dataset with 1.9M reactions from patents (1976-2016). Task: Predict the reactants needed to synthesize the given product. The reactants are: [NH:1]1[CH2:4][CH:3]([C:5]([OH:7])=[O:6])[CH2:2]1.C([O-])([O-])=O.[Na+].[Na+].[CH3:14][N:15]([CH3:28])[C:16]([C:18]1[CH:19]=[C:20]([S:24](Cl)(=[O:26])=[O:25])[CH:21]=[CH:22][CH:23]=1)=[O:17]. Given the product [CH3:14][N:15]([CH3:28])[C:16]([C:18]1[CH:19]=[C:20]([S:24]([N:1]2[CH2:4][CH:3]([C:5]([OH:7])=[O:6])[CH2:2]2)(=[O:26])=[O:25])[CH:21]=[CH:22][CH:23]=1)=[O:17], predict the reactants needed to synthesize it.